Dataset: Catalyst prediction with 721,799 reactions and 888 catalyst types from USPTO. Task: Predict which catalyst facilitates the given reaction. Reactant: Br[CH2:2][CH2:3][CH2:4][O:5][C:6]1[CH:11]=[CH:10][C:9]([C:12]([C:14]2[CH:19]=[CH:18][C:17]([I:20])=[CH:16][CH:15]=2)=[O:13])=[CH:8][CH:7]=1.[N-:21]=[N+:22]=[N-:23].[Na+]. Product: [N:21]([CH2:2][CH2:3][CH2:4][O:5][C:6]1[CH:11]=[CH:10][C:9]([C:12]([C:14]2[CH:19]=[CH:18][C:17]([I:20])=[CH:16][CH:15]=2)=[O:13])=[CH:8][CH:7]=1)=[N+:22]=[N-:23]. The catalyst class is: 3.